From a dataset of HIV replication inhibition screening data with 41,000+ compounds from the AIDS Antiviral Screen. Binary Classification. Given a drug SMILES string, predict its activity (active/inactive) in a high-throughput screening assay against a specified biological target. (1) The molecule is COc1cccc2c1[OH+][Co-2]1(O)[S+]=C(N)[N-][N+]1=C2. The result is 0 (inactive). (2) The drug is Cn1c(=O)c2ccc(-c3ccc(Br)cc3)nc2n(C)c1=O. The result is 0 (inactive). (3) The molecule is CCOC(=O)COC(=O)c1cc(C(=CCCC2CCC3(C)C(CCC4C3CCC3(C)C(C(C)CCCC(C)C)CCC43)C2)c2cc(Cl)c(OCC(=O)OCC)c(C(=O)OCC(=O)OCC)c2)cc(Cl)c1OCC(=O)OCC. The result is 0 (inactive). (4) The compound is CC1=CCCC2C(C=O)(C1)CC(C)C2(CO)CCC(=CCO)CO. The result is 0 (inactive). (5) The drug is CCOC(=O)c1ccc(C(=O)C(C(C)=O)=C2CCCN2C)n1C. The result is 0 (inactive). (6) The molecule is COC(=O)C(C(=O)c1ccccc1)C(C(=O)C(=O)Nc1ccc(OC)cc1OC)C(=O)C(=O)c1ccc(C)cc1. The result is 0 (inactive). (7) The molecule is CCOC(=O)C(NNc1ccccc1)C(c1ccccc1)[PH](c1ccccc1)(c1ccccc1)c1ccccc1. The result is 0 (inactive).